Dataset: Catalyst prediction with 721,799 reactions and 888 catalyst types from USPTO. Task: Predict which catalyst facilitates the given reaction. (1) Product: [C:38]([C:33]1[CH:34]=[C:35]2[C:30](=[C:31]([F:42])[CH:32]=1)[C:29](=[O:43])[N:28]([C:7]1[C:6]([CH2:5][OH:4])=[C:11]([C:12]3[CH:17]=[C:16]([NH:18][C:19]4[CH:23]=[C:22]([CH3:24])[N:21]([CH3:25])[N:20]=4)[C:15](=[O:26])[N:14]([CH3:27])[CH:13]=3)[CH:10]=[CH:9][N:8]=1)[N:37]=[CH:36]2)([CH3:41])([CH3:39])[CH3:40]. Reactant: C([O:4][CH2:5][C:6]1[C:7]([N:28]2[N:37]=[CH:36][C:35]3[C:30](=[C:31]([F:42])[CH:32]=[C:33]([C:38]([CH3:41])([CH3:40])[CH3:39])[CH:34]=3)[C:29]2=[O:43])=[N:8][CH:9]=[CH:10][C:11]=1[C:12]1[CH:17]=[C:16]([NH:18][C:19]2[CH:23]=[C:22]([CH3:24])[N:21]([CH3:25])[N:20]=2)[C:15](=[O:26])[N:14]([CH3:27])[CH:13]=1)(=O)C.[OH-].[Li+]. The catalyst class is: 854. (2) Reactant: [N+:1]([C:4]1[CH:9]=[CH:8][C:7]([C:10]2[CH:15]=[CH:14][CH:13]=[CH:12][CH:11]=2)=[CH:6][C:5]=1[OH:16])([O-])=O. Product: [NH2:1][C:4]1[CH:9]=[CH:8][C:7]([C:10]2[CH:15]=[CH:14][CH:13]=[CH:12][CH:11]=2)=[CH:6][C:5]=1[OH:16]. The catalyst class is: 29. (3) Reactant: Br[C:2]1[CH:7]=[CH:6][CH:5]=[CH:4][N:3]=1.C([O-])([O-])=O.[K+].[K+].[NH2:14][C:15]1[CH:20]=[CH:19][CH:18]=[CH:17][C:16]=1B1OC(C)(C)C(C)(C)O1. Product: [N:3]1[CH:4]=[CH:5][CH:6]=[CH:7][C:2]=1[C:16]1[CH:17]=[CH:18][CH:19]=[CH:20][C:15]=1[NH2:14]. The catalyst class is: 108. (4) Reactant: [CH3:1][N:2]1[CH2:7][CH2:6][N:5]([CH2:8][CH2:9][C:10]2[CH:11]=[CH:12][C:13]3[N:14]([C:16]([C:19]([O:21]CC)=O)=[CH:17][N:18]=3)[CH:15]=2)[CH2:4][CH2:3]1.CN(C(ON1N=NC2C=CC=NC1=2)=[N+](C)C)C.F[P-](F)(F)(F)(F)F.CCN(C(C)C)C(C)C.C[NH:58][C:59]1[CH:64]=[C:63]([C:65]2[N:69]=[C:68]([CH:70]3[CH2:73][C:72]([F:75])([F:74])[CH2:71]3)[O:67][N:66]=2)[CH:62]=[CH:61][C:60]=1[CH3:76]. Product: [F:75][C:72]1([F:74])[CH2:71][CH:70]([C:68]2[O:67][N:66]=[C:65]([C:63]3[CH:62]=[CH:61][C:60]([CH3:76])=[C:59]([NH:58][C:19]([C:16]4[N:14]5[CH:15]=[C:10]([CH2:9][CH2:8][N:5]6[CH2:4][CH2:3][N:2]([CH3:1])[CH2:7][CH2:6]6)[CH:11]=[CH:12][C:13]5=[N:18][CH:17]=4)=[O:21])[CH:64]=3)[N:69]=2)[CH2:73]1. The catalyst class is: 37. (5) Reactant: [N:1]1([C:7]([O:9][C:10]([CH3:13])([CH3:12])[CH3:11])=[O:8])[CH2:6][CH2:5][NH:4][CH2:3][CH2:2]1.[Br:14][C:15]1[CH:16]=[C:17]2[C:22](=[CH:23][CH:24]=1)[CH:21]=[C:20]([S:25](Cl)(=[O:27])=[O:26])[CH:19]=[CH:18]2.C(N(CC)CC)C. Product: [Br:14][C:15]1[CH:16]=[C:17]2[C:22](=[CH:23][CH:24]=1)[CH:21]=[C:20]([S:25]([N:4]1[CH2:5][CH2:6][N:1]([C:7]([O:9][C:10]([CH3:13])([CH3:12])[CH3:11])=[O:8])[CH2:2][CH2:3]1)(=[O:27])=[O:26])[CH:19]=[CH:18]2. The catalyst class is: 2. (6) Reactant: [F:1][C:2]1[CH:3]=[C:4]([OH:11])[CH:5]=[CH:6][C:7]=1[N+:8]([O-:10])=[O:9].[C:12](=O)([O-])[O-].[K+].[K+].IC.O. Product: [F:1][C:2]1[CH:3]=[C:4]([O:11][CH3:12])[CH:5]=[CH:6][C:7]=1[N+:8]([O-:10])=[O:9]. The catalyst class is: 9. (7) Reactant: [CH3:1][C:2]1[N:6]2[CH:7]=[C:8]([CH:13]=O)[N:9]=[C:10]([NH:11][CH3:12])[C:5]2=[N:4][N:3]=1.[CH2:15]([NH2:22])[C:16]1[CH:21]=[CH:20][CH:19]=[CH:18][CH:17]=1.O[N:24]=[C:25]([C:29]1[CH:34]=[CH:33][CH:32]=[CH:31][CH:30]=1)[C:26](=O)[CH3:27].O. Product: [CH2:15]([N:22]1[C:26]([CH3:27])=[C:25]([C:29]2[CH:34]=[CH:33][CH:32]=[CH:31][CH:30]=2)[N:24]=[C:13]1[C:8]1[N:9]=[C:10]([NH:11][CH3:12])[C:5]2[N:6]([C:2]([CH3:1])=[N:3][N:4]=2)[CH:7]=1)[C:16]1[CH:21]=[CH:20][CH:19]=[CH:18][CH:17]=1. The catalyst class is: 15.